Task: Predict which catalyst facilitates the given reaction.. Dataset: Catalyst prediction with 721,799 reactions and 888 catalyst types from USPTO (1) Reactant: [CH3:1][O:2][C:3]1[C:29]([O:30][CH3:31])=[CH:28][CH:27]=[C:26]2[C:4]=1[CH2:5][C:6]1[C:7]3[CH:8]2[CH2:9][N:10](S(C2C=CC(C)=CC=2)(=O)=O)[CH2:11][C:12]=3[CH:13]=[CH:14][CH:15]=1.CO.P([O-])([O-])(O)=O.[Na+].[Na+]. Product: [CH3:1][O:2][C:3]1[C:29]([O:30][CH3:31])=[CH:28][CH:27]=[C:26]2[C:4]=1[CH2:5][C:6]1[C:7]3[CH:8]2[CH2:9][NH:10][CH2:11][C:12]=3[CH:13]=[CH:14][CH:15]=1. The catalyst class is: 6. (2) Reactant: [CH2:1]([O:4][C:5]1[CH:13]=[CH:12][C:8]([C:9](O)=[O:10])=[CH:7][C:6]=1[C:14]1[NH:15][C:16](=[O:24])[C:17]([CH2:22][CH3:23])=[C:18]([CH2:20][CH3:21])[N:19]=1)[CH2:2][CH3:3].S(Cl)(Cl)=O.[NH2:29][CH2:30][C:31]([O:33][CH2:34][CH3:35])=[O:32].C(N(CC)CC)C. Product: [CH2:20]([C:18]1[N:19]=[C:14]([C:6]2[CH:7]=[C:8]([CH:12]=[CH:13][C:5]=2[O:4][CH2:1][CH2:2][CH3:3])[C:9]([NH:29][CH2:30][C:31]([O:33][CH2:34][CH3:35])=[O:32])=[O:10])[NH:15][C:16](=[O:24])[C:17]=1[CH2:22][CH3:23])[CH3:21]. The catalyst class is: 4.